Dataset: Reaction yield outcomes from USPTO patents with 853,638 reactions. Task: Predict the reaction yield, written as a fraction of the theoretical maximum amount of product (1.0 means a 100% yield; for example, 0.34 means a 34% yield). (1) The reactants are [CH3:1][C:2]1[NH:3][C:4]2[C:9]([C:10]=1[CH3:11])=[C:8]([N:12]1[CH2:17][CH2:16][CH2:15][CH:14]([NH:18][CH3:19])[CH2:13]1)[CH:7]=[CH:6][C:5]=2[C:20]([NH2:22])=[O:21].CCN(C(C)C)C(C)C.[C:32](Cl)(=[O:35])[CH:33]=[CH2:34]. The catalyst is C(Cl)Cl.C1COCC1. The product is [CH3:1][C:2]1[NH:3][C:4]2[C:9]([C:10]=1[CH3:11])=[C:8]([N:12]1[CH2:17][CH2:16][CH2:15][CH:14]([N:18]([CH3:19])[C:32](=[O:35])[CH:33]=[CH2:34])[CH2:13]1)[CH:7]=[CH:6][C:5]=2[C:20]([NH2:22])=[O:21]. The yield is 0.530. (2) The reactants are [C:1]([O:5][C:6]([C:8]1[C:9]([C:28](O)=[O:29])=[N:10][C:11]([C:21]2[CH:26]=[CH:25][C:24]([Cl:27])=[CH:23][CH:22]=2)=[C:12]([C:14]2[CH:19]=[CH:18][C:17]([Cl:20])=[CH:16][CH:15]=2)[N:13]=1)=[O:7])([CH3:4])([CH3:3])[CH3:2].[F:31][C:32]1([F:39])[CH2:37][CH2:36][CH:35]([NH2:38])[CH2:34][CH2:33]1.C1CN([P+](ON2N=NC3C=CC=CC2=3)(N2CCCC2)N2CCCC2)CC1.F[P-](F)(F)(F)(F)F. The catalyst is N1C=CC=CC=1. The product is [Cl:27][C:24]1[CH:23]=[CH:22][C:21]([C:11]2[N:10]=[C:9]([C:28]([NH:38][CH:35]3[CH2:36][CH2:37][C:32]([F:39])([F:31])[CH2:33][CH2:34]3)=[O:29])[C:8]([C:6]([O:5][C:1]([CH3:2])([CH3:4])[CH3:3])=[O:7])=[N:13][C:12]=2[C:14]2[CH:19]=[CH:18][C:17]([Cl:20])=[CH:16][CH:15]=2)=[CH:26][CH:25]=1. The yield is 0.630.